This data is from NCI-60 drug combinations with 297,098 pairs across 59 cell lines. The task is: Regression. Given two drug SMILES strings and cell line genomic features, predict the synergy score measuring deviation from expected non-interaction effect. (1) Drug 1: C1=CC(=C2C(=C1NCCNCCO)C(=O)C3=C(C=CC(=C3C2=O)O)O)NCCNCCO. Drug 2: CC1C(C(CC(O1)OC2CC(CC3=C2C(=C4C(=C3O)C(=O)C5=CC=CC=C5C4=O)O)(C(=O)C)O)N)O. Cell line: RPMI-8226. Synergy scores: CSS=35.9, Synergy_ZIP=-4.52, Synergy_Bliss=-4.35, Synergy_Loewe=-2.85, Synergy_HSA=-1.35. (2) Drug 1: COC1=C(C=C2C(=C1)N=CN=C2NC3=CC(=C(C=C3)F)Cl)OCCCN4CCOCC4. Drug 2: C1CN(CCN1C(=O)CCBr)C(=O)CCBr. Cell line: OVCAR3. Synergy scores: CSS=37.2, Synergy_ZIP=-7.23, Synergy_Bliss=-1.15, Synergy_Loewe=-6.81, Synergy_HSA=-0.981. (3) Drug 1: CC1CCC2CC(C(=CC=CC=CC(CC(C(=O)C(C(C(=CC(C(=O)CC(OC(=O)C3CCCCN3C(=O)C(=O)C1(O2)O)C(C)CC4CCC(C(C4)OC)OCCO)C)C)O)OC)C)C)C)OC. Drug 2: CC(C)NC(=O)C1=CC=C(C=C1)CNNC.Cl. Cell line: NCI-H460. Synergy scores: CSS=3.59, Synergy_ZIP=0.494, Synergy_Bliss=3.08, Synergy_Loewe=-5.22, Synergy_HSA=-0.552. (4) Drug 1: C1=NC2=C(N=C(N=C2N1C3C(C(C(O3)CO)O)F)Cl)N. Drug 2: CS(=O)(=O)CCNCC1=CC=C(O1)C2=CC3=C(C=C2)N=CN=C3NC4=CC(=C(C=C4)OCC5=CC(=CC=C5)F)Cl. Cell line: NCI/ADR-RES. Synergy scores: CSS=26.4, Synergy_ZIP=-2.09, Synergy_Bliss=0.427, Synergy_Loewe=-4.86, Synergy_HSA=-1.63. (5) Drug 1: CC1C(C(CC(O1)OC2CC(OC(C2O)C)OC3=CC4=CC5=C(C(=O)C(C(C5)C(C(=O)C(C(C)O)O)OC)OC6CC(C(C(O6)C)O)OC7CC(C(C(O7)C)O)OC8CC(C(C(O8)C)O)(C)O)C(=C4C(=C3C)O)O)O)O. Drug 2: C1=NC2=C(N1)C(=S)N=CN2. Cell line: SK-MEL-2. Synergy scores: CSS=29.2, Synergy_ZIP=6.43, Synergy_Bliss=9.89, Synergy_Loewe=-27.8, Synergy_HSA=0.452. (6) Drug 1: C1=NC2=C(N1)C(=S)N=C(N2)N. Drug 2: CC12CCC3C(C1CCC2O)C(CC4=C3C=CC(=C4)O)CCCCCCCCCS(=O)CCCC(C(F)(F)F)(F)F. Cell line: ACHN. Synergy scores: CSS=48.1, Synergy_ZIP=-3.83, Synergy_Bliss=-6.47, Synergy_Loewe=-5.54, Synergy_HSA=-4.05. (7) Drug 2: C1=NC(=NC(=O)N1C2C(C(C(O2)CO)O)O)N. Drug 1: CNC(=O)C1=CC=CC=C1SC2=CC3=C(C=C2)C(=NN3)C=CC4=CC=CC=N4. Cell line: MOLT-4. Synergy scores: CSS=20.0, Synergy_ZIP=-4.25, Synergy_Bliss=2.32, Synergy_Loewe=-6.06, Synergy_HSA=2.97.